This data is from Catalyst prediction with 721,799 reactions and 888 catalyst types from USPTO. The task is: Predict which catalyst facilitates the given reaction. Reactant: C(O)(C)C.[CH3:5][O:6][C:7]([C:9]1[C:10]([CH3:30])=[C:11](/[C:14](/[CH:17]2[CH2:22][CH2:21][N:20]([C:23]([O:25][C:26]([CH3:29])([CH3:28])[CH3:27])=[O:24])[CH2:19][CH2:18]2)=[CH:15]/[CH3:16])[S:12][CH:13]=1)=[O:8]. Product: [CH3:5][O:6][C:7]([C:9]1[C:10]([CH3:30])=[C:11]([CH:14]([CH:17]2[CH2:22][CH2:21][N:20]([C:23]([O:25][C:26]([CH3:29])([CH3:28])[CH3:27])=[O:24])[CH2:19][CH2:18]2)[CH2:15][CH3:16])[S:12][CH:13]=1)=[O:8]. The catalyst class is: 19.